From a dataset of Retrosynthesis with 50K atom-mapped reactions and 10 reaction types from USPTO. Predict the reactants needed to synthesize the given product. (1) Given the product CCCN1CCN(c2ccc(C(=O)NC3(C(=O)NCC#N)CCCCC3)cc2)CC1, predict the reactants needed to synthesize it. The reactants are: CCCN1CCN(c2ccc(C(=O)O)cc2)CC1.N#CCNC(=O)C1(N)CCCCC1. (2) The reactants are: Cc1cc(C(=O)N(C)C)ccc1C(=O)O.Nc1ccc(Cl)c(-c2ccccn2)c1. Given the product Cc1cc(C(=O)N(C)C)ccc1C(=O)Nc1ccc(Cl)c(-c2ccccn2)c1, predict the reactants needed to synthesize it. (3) Given the product CS(=O)(=O)c1ccc(-c2ccc(C(=O)N(C3CCNCC3)C3CC3)cn2)cc1, predict the reactants needed to synthesize it. The reactants are: CC(C)(C)OC(=O)N1CCC(N(C(=O)c2ccc(-c3ccc(S(C)(=O)=O)cc3)nc2)C2CC2)CC1. (4) Given the product CN(CCCOc1ccc(C=C2SC(=O)NC2=O)cc1)c1nc2ccccc2o1, predict the reactants needed to synthesize it. The reactants are: CN(CCCOc1ccc(C=O)cc1)c1nc2ccccc2o1.O=C1CSC(=O)N1.